Dataset: Catalyst prediction with 721,799 reactions and 888 catalyst types from USPTO. Task: Predict which catalyst facilitates the given reaction. (1) The catalyst class is: 1. Reactant: C(P(CCCC)CCCC)CCC.[OH:14][C:15]1[CH:16]=[C:17]([CH2:21][C:22]([O:24][CH2:25][CH3:26])=[O:23])[CH:18]=[CH:19][CH:20]=1.[Br:27][C:28]1[CH:33]=[CH:32][C:31]([C:34]2[CH:39]=[CH:38][C:37](/[C:40](/[CH3:44])=[CH:41]/[CH2:42]O)=[CH:36][CH:35]=2)=[CH:30][CH:29]=1. Product: [CH2:25]([O:24][C:22](=[O:23])[CH2:21][C:17]1[CH:18]=[CH:19][CH:20]=[C:15]([O:14][CH2:42]/[CH:41]=[C:40](/[C:37]2[CH:38]=[CH:39][C:34]([C:31]3[CH:30]=[CH:29][C:28]([Br:27])=[CH:33][CH:32]=3)=[CH:35][CH:36]=2)\[CH3:44])[CH:16]=1)[CH3:26]. (2) Reactant: [F:1][C:2]1[CH:3]=[C:4]2[NH:14][C:13](=O)[C:6]3([CH3:16])[CH2:7][C:8](=[O:12])[NH:9][C:10]([CH:11]=1)=[C:5]23.CC(C[AlH]CC(C)C)C. Product: [NH4+:9].[OH-:12].[F:1][C:2]1[CH:3]=[C:4]2[NH:14][CH2:13][C:6]3([CH3:16])[CH:7]=[CH:8][NH:9][C:10]([CH:11]=1)=[C:5]23. The catalyst class is: 182. (3) Reactant: [CH3:1][O:2][C:3]1[CH:4]=[C:5]([C:9]2[N:17]3[C:12]([C:13]([NH2:18])=[N:14][CH:15]=[N:16]3)=[CH:11][C:10]=2[CH2:19][CH2:20][CH2:21][N:22]2[CH2:26][CH2:25][CH2:24][CH2:23]2)[CH:6]=[CH:7][CH:8]=1.[Br:27]N1C(C)(C)C(=O)N(Br)C1=O. Product: [Br:27][C:11]1[C:10]([CH2:19][CH2:20][CH2:21][N:22]2[CH2:26][CH2:25][CH2:24][CH2:23]2)=[C:9]([C:5]2[CH:6]=[CH:7][CH:8]=[C:3]([O:2][CH3:1])[CH:4]=2)[N:17]2[C:12]=1[C:13]([NH2:18])=[N:14][CH:15]=[N:16]2. The catalyst class is: 3.